From a dataset of NCI-60 drug combinations with 297,098 pairs across 59 cell lines. Regression. Given two drug SMILES strings and cell line genomic features, predict the synergy score measuring deviation from expected non-interaction effect. (1) Drug 1: CC1C(C(CC(O1)OC2CC(CC3=C2C(=C4C(=C3O)C(=O)C5=C(C4=O)C(=CC=C5)OC)O)(C(=O)C)O)N)O.Cl. Drug 2: CC1CCC2CC(C(=CC=CC=CC(CC(C(=O)C(C(C(=CC(C(=O)CC(OC(=O)C3CCCCN3C(=O)C(=O)C1(O2)O)C(C)CC4CCC(C(C4)OC)O)C)C)O)OC)C)C)C)OC. Cell line: IGROV1. Synergy scores: CSS=42.2, Synergy_ZIP=-15.4, Synergy_Bliss=-16.8, Synergy_Loewe=-13.4, Synergy_HSA=-11.1. (2) Cell line: U251. Drug 2: C1CN1C2=NC(=NC(=N2)N3CC3)N4CC4. Drug 1: C1CC(C1)(C(=O)O)C(=O)O.[NH2-].[NH2-].[Pt+2]. Synergy scores: CSS=42.8, Synergy_ZIP=-1.37, Synergy_Bliss=-2.85, Synergy_Loewe=-3.68, Synergy_HSA=1.80. (3) Drug 1: CNC(=O)C1=CC=CC=C1SC2=CC3=C(C=C2)C(=NN3)C=CC4=CC=CC=N4. Drug 2: CCN(CC)CCNC(=O)C1=C(NC(=C1C)C=C2C3=C(C=CC(=C3)F)NC2=O)C. Cell line: TK-10. Synergy scores: CSS=-3.11, Synergy_ZIP=0.846, Synergy_Bliss=0.565, Synergy_Loewe=-3.68, Synergy_HSA=-2.31. (4) Drug 2: CN1C2=C(C=C(C=C2)N(CCCl)CCCl)N=C1CCCC(=O)O.Cl. Drug 1: C(=O)(N)NO. Synergy scores: CSS=-1.96, Synergy_ZIP=-0.0803, Synergy_Bliss=-3.82, Synergy_Loewe=-9.72, Synergy_HSA=-8.16. Cell line: HCC-2998. (5) Drug 1: C1CN(P(=O)(OC1)NCCCl)CCCl. Drug 2: CC12CCC3C(C1CCC2OP(=O)(O)O)CCC4=C3C=CC(=C4)OC(=O)N(CCCl)CCCl.[Na+]. Cell line: OVCAR-4. Synergy scores: CSS=0.752, Synergy_ZIP=-0.0799, Synergy_Bliss=1.67, Synergy_Loewe=0.162, Synergy_HSA=0.0876.